From a dataset of Peptide-MHC class I binding affinity with 185,985 pairs from IEDB/IMGT. Regression. Given a peptide amino acid sequence and an MHC pseudo amino acid sequence, predict their binding affinity value. This is MHC class I binding data. (1) The peptide sequence is SIILANERYR. The MHC is HLA-A03:01 with pseudo-sequence HLA-A03:01. The binding affinity (normalized) is 0.215. (2) The peptide sequence is SWIELDEI. The MHC is H-2-Kb with pseudo-sequence H-2-Kb. The binding affinity (normalized) is 0.118. (3) The peptide sequence is SKGETVNPL. The MHC is HLA-B27:05 with pseudo-sequence HLA-B27:05. The binding affinity (normalized) is 0.0847. (4) The peptide sequence is DELGNILSVY. The MHC is HLA-B44:02 with pseudo-sequence HLA-B44:02. The binding affinity (normalized) is 0.176. (5) The peptide sequence is LLYMTSATI. The MHC is HLA-A02:03 with pseudo-sequence HLA-A02:03. The binding affinity (normalized) is 0.606. (6) The peptide sequence is SMYSTAATI. The MHC is HLA-A02:03 with pseudo-sequence HLA-A02:03. The binding affinity (normalized) is 0.412. (7) The peptide sequence is KAFQDVLYV. The MHC is HLA-C15:02 with pseudo-sequence HLA-C15:02. The binding affinity (normalized) is 0.655.